Dataset: Forward reaction prediction with 1.9M reactions from USPTO patents (1976-2016). Task: Predict the product of the given reaction. (1) Given the reactants [Cl:1][C:2]1[CH:3]=[CH:4][C:5]([C:9]2[N:13]([CH2:14][CH:15]3[CH2:20][CH2:19][CH2:18][CH2:17][CH2:16]3)[C:12]3[CH:21]=[C:22]([F:26])[C:23]([F:25])=[CH:24][C:11]=3[N:10]=2)=[C:6]([OH:8])[CH:7]=1.[CH3:27][O:28][C:29]([CH:31]1[CH2:36][CH2:35][CH:34]([CH2:37]OS(C2C=CC(C)=CC=2)(=O)=O)[CH2:33][CH2:32]1)=[O:30], predict the reaction product. The product is: [CH3:27][O:28][C:29]([CH:31]1[CH2:36][CH2:35][CH:34]([CH2:37][O:8][C:6]2[CH:7]=[C:2]([Cl:1])[CH:3]=[CH:4][C:5]=2[C:9]2[N:13]([CH2:14][CH:15]3[CH2:16][CH2:17][CH2:18][CH2:19][CH2:20]3)[C:12]3[CH:21]=[C:22]([F:26])[C:23]([F:25])=[CH:24][C:11]=3[N:10]=2)[CH2:33][CH2:32]1)=[O:30]. (2) Given the reactants [C:1]([O:5][C:6]([N:8]1[CH2:13][CH2:12][NH:11][CH:10]([C:14](=[O:26])[NH:15][C:16]2[CH:25]=[CH:24][C:23]3[C:18](=[CH:19][CH:20]=[CH:21][CH:22]=3)[CH:17]=2)[CH2:9]1)=[O:7])([CH3:4])([CH3:3])[CH3:2].C(Cl)CCl.CCN(C(C)C)C(C)C.[Cl:40][C:41]1[CH:53]=[CH:52][C:44]([O:45][CH2:46][CH2:47][CH2:48][C:49](O)=[O:50])=[C:43]([CH3:54])[CH:42]=1, predict the reaction product. The product is: [C:1]([O:5][C:6]([N:8]1[CH2:13][CH2:12][N:11]([C:49](=[O:50])[CH2:48][CH2:47][CH2:46][O:45][C:44]2[CH:52]=[CH:53][C:41]([Cl:40])=[CH:42][C:43]=2[CH3:54])[CH:10]([C:14](=[O:26])[NH:15][C:16]2[CH:25]=[CH:24][C:23]3[C:18](=[CH:19][CH:20]=[CH:21][CH:22]=3)[CH:17]=2)[CH2:9]1)=[O:7])([CH3:4])([CH3:2])[CH3:3]. (3) Given the reactants Cl.Cl.Cl.[O:4]1[C:12]2[CH:11]=[CH:10][N:9]=[C:8]([N:13]3[CH2:18][CH2:17][N:16]([CH2:19][CH2:20][C@H:21]4[CH2:26][CH2:25][C@H:24]([NH2:27])[CH2:23][CH2:22]4)[CH2:15][CH2:14]3)[C:7]=2[CH2:6][CH2:5]1.[OH:28][CH2:29][C:30](O)=[O:31], predict the reaction product. The product is: [O:4]1[C:12]2[CH:11]=[CH:10][N:9]=[C:8]([N:13]3[CH2:18][CH2:17][N:16]([CH2:19][CH2:20][C@H:21]4[CH2:26][CH2:25][C@H:24]([NH:27][C:29](=[O:28])[CH2:30][OH:31])[CH2:23][CH2:22]4)[CH2:15][CH2:14]3)[C:7]=2[CH2:6][CH2:5]1.